From a dataset of Full USPTO retrosynthesis dataset with 1.9M reactions from patents (1976-2016). Predict the reactants needed to synthesize the given product. Given the product [C:1]1([CH3:20])[CH:6]=[CH:5][C:4]([C:7]2[C:16]3[C:11](=[CH:12][CH:13]=[C:14]([CH:33]=[O:34])[CH:15]=3)[C:10]([CH3:19])([CH3:18])[CH2:9][CH:8]=2)=[CH:3][CH:2]=1, predict the reactants needed to synthesize it. The reactants are: [C:1]1([CH3:20])[CH:6]=[CH:5][C:4]([C:7]2[C:16]3[C:11](=[CH:12][CH:13]=[C:14](Br)[CH:15]=3)[C:10]([CH3:19])([CH3:18])[CH2:9][CH:8]=2)=[CH:3][CH:2]=1.[Li]C(C)(C)C.CCCCC.CN(C)[CH:33]=[O:34].C(=O)=O.